Dataset: Peptide-MHC class I binding affinity with 185,985 pairs from IEDB/IMGT. Task: Regression. Given a peptide amino acid sequence and an MHC pseudo amino acid sequence, predict their binding affinity value. This is MHC class I binding data. (1) The peptide sequence is SASSMINGVV. The MHC is HLA-B58:01 with pseudo-sequence HLA-B58:01. The binding affinity (normalized) is 0.190. (2) The peptide sequence is FLRGRAYGL. The MHC is HLA-A29:02 with pseudo-sequence HLA-A29:02. The binding affinity (normalized) is 0.